Predict the product of the given reaction. From a dataset of Forward reaction prediction with 1.9M reactions from USPTO patents (1976-2016). (1) Given the reactants [BH4-].[Na+].[Cl-].[Ca+2].[Cl-].[OH:6][C@@:7]([C:37]1[CH:46]=[CH:45][C:44]2[C:39](=[CH:40][CH:41]=[C:42]([C:47]([NH:49][CH3:50])=[O:48])[CH:43]=2)[CH:38]=1)([C:13]1[N:14]=[CH:15][N:16]([C:18]([C:31]2[CH:36]=[CH:35][CH:34]=[CH:33][CH:32]=2)([C:25]2[CH:30]=[CH:29][CH:28]=[CH:27][CH:26]=2)[C:19]2[CH:24]=[CH:23][CH:22]=[CH:21][CH:20]=2)[CH:17]=1)[CH2:8][C:9](OC)=[O:10].Cl, predict the reaction product. The product is: [OH:6][C@@:7]([C:37]1[CH:38]=[C:39]2[C:44](=[CH:45][CH:46]=1)[CH:43]=[C:42]([C:47]([NH:49][CH3:50])=[O:48])[CH:41]=[CH:40]2)([C:13]1[N:14]=[CH:15][N:16]([C:18]([C:25]2[CH:30]=[CH:29][CH:28]=[CH:27][CH:26]=2)([C:31]2[CH:32]=[CH:33][CH:34]=[CH:35][CH:36]=2)[C:19]2[CH:24]=[CH:23][CH:22]=[CH:21][CH:20]=2)[CH:17]=1)[CH2:8][CH2:9][OH:10]. (2) Given the reactants [CH:1]1([CH2:4][N:5]2[C:13]3[CH:12]=[C:11]([C:14]([O:16]C(C)(C)C)=[O:15])[N:10]=[CH:9][C:8]=3[CH:7]=[CH:6]2)[CH2:3][CH2:2]1, predict the reaction product. The product is: [CH:1]1([CH2:4][N:5]2[C:13]3[CH:12]=[C:11]([C:14]([OH:16])=[O:15])[N:10]=[CH:9][C:8]=3[CH:7]=[CH:6]2)[CH2:2][CH2:3]1.